This data is from Forward reaction prediction with 1.9M reactions from USPTO patents (1976-2016). The task is: Predict the product of the given reaction. (1) Given the reactants [CH2:1]([O:8][C:9]1[CH:19]=[CH:18][CH:17]=[C:16]([O:20][CH2:21][CH2:22][CH:23]=[CH2:24])[C:10]=1[C:11]([N:13]([CH3:15])[CH3:14])=[O:12])[C:2]1[CH:7]=[CH:6][CH:5]=[CH:4][CH:3]=1.B1C2CCCC1CCC2.[CH2:34]([O:41][C:42]1[CH:47]=[CH:46][C:45](Br)=[CH:44][C:43]=1[N:49]1[S:53](=[O:55])(=[O:54])[NH:52][C:51](=[O:56])[CH2:50]1)[C:35]1[CH:40]=[CH:39][CH:38]=[CH:37][CH:36]=1.C([O-])([O-])=O.[K+].[K+], predict the reaction product. The product is: [CH2:1]([O:8][C:9]1[CH:19]=[CH:18][CH:17]=[C:16]([O:20][CH2:21][CH2:22][CH2:23][CH2:24][C:45]2[CH:46]=[CH:47][C:42]([O:41][CH2:34][C:35]3[CH:36]=[CH:37][CH:38]=[CH:39][CH:40]=3)=[C:43]([N:49]3[CH2:50][C:51](=[O:56])[NH:52][S:53]3(=[O:54])=[O:55])[CH:44]=2)[C:10]=1[C:11]([N:13]([CH3:15])[CH3:14])=[O:12])[C:2]1[CH:3]=[CH:4][CH:5]=[CH:6][CH:7]=1. (2) Given the reactants C1(S([N:10]2[C:14]3[S:15][C:16](Br)=[C:17]([C:18]4[CH:23]=[CH:22][CH:21]=[CH:20][CH:19]=4)[C:13]=3[C:12]([N:25]3[CH:30]4[CH2:31][CH2:32][CH:26]3[CH2:27][C:28](=O)[CH2:29]4)=[N:11]2)(=O)=O)C=CC=CC=1.[CH:34]1([NH2:38])[CH2:37][CH2:36][CH2:35]1.C([Sn](Cl)(Cl)CCCC)CCC.C1([SiH3])C=CC=CC=1.C1COCC1.[OH-].[Na+], predict the reaction product. The product is: [CH:34]1([NH:38][CH:28]2[CH2:27][CH:26]3[N:25]([C:12]4[C:13]5[C:17]([C:18]6[CH:19]=[CH:20][CH:21]=[CH:22][CH:23]=6)=[CH:16][S:15][C:14]=5[NH:10][N:11]=4)[CH:30]([CH2:31][CH2:32]3)[CH2:29]2)[CH2:37][CH2:36][CH2:35]1. (3) Given the reactants [CH3:1][C:2]1([CH:18]2[CH2:23][CH2:22][CH2:21][CH:20]([CH3:24])[CH2:19]2)[NH:6][C:5](=[O:7])[N:4]([CH2:8][C:9](=[O:16])[C:10]2[CH:15]=[CH:14][CH:13]=[CH:12][CH:11]=2)[C:3]1=[O:17].[CH3:25]I, predict the reaction product. The product is: [CH3:25][N:6]1[C:2]([CH3:1])([CH:18]2[CH2:23][CH2:22][CH2:21][CH:20]([CH3:24])[CH2:19]2)[C:3](=[O:17])[N:4]([CH2:8][C:9](=[O:16])[C:10]2[CH:11]=[CH:12][CH:13]=[CH:14][CH:15]=2)[C:5]1=[O:7]. (4) Given the reactants [CH:1]([NH2:3])=O.P12(SP3(SP(SP(S3)(S1)=S)(=S)S2)=S)=[S:5].Br[CH2:19][C:20](=O)[CH2:21][CH2:22][N:23]1[C:31](=[O:32])[C:30]2[C:25](=[CH:26][CH:27]=[CH:28][CH:29]=2)[C:24]1=[O:33].[OH-].[Na+], predict the reaction product. The product is: [S:5]1[CH:19]=[C:20]([CH2:21][CH2:22][N:23]2[C:31](=[O:32])[C:30]3[C:25](=[CH:26][CH:27]=[CH:28][CH:29]=3)[C:24]2=[O:33])[N:3]=[CH:1]1.